Dataset: Reaction yield outcomes from USPTO patents with 853,638 reactions. Task: Predict the reaction yield, written as a fraction of the theoretical maximum amount of product (1.0 means a 100% yield; for example, 0.34 means a 34% yield). (1) The reactants are [C:1]1(=O)[CH2:4][CH2:3][CH2:2]1.C(O)(=O)C.[N:10]1([C:16]([O:18][C:19]([CH3:22])([CH3:21])[CH3:20])=[O:17])[CH2:15][CH2:14][NH:13][CH2:12][CH2:11]1.C([BH3-])#N.[Na+]. The catalyst is C1COCC1.O. The product is [CH:1]1([N:13]2[CH2:12][CH2:11][N:10]([C:16]([O:18][C:19]([CH3:22])([CH3:21])[CH3:20])=[O:17])[CH2:15][CH2:14]2)[CH2:4][CH2:3][CH2:2]1. The yield is 0.505. (2) The reactants are [F:1][C:2]1[CH:10]=[CH:9][C:8]([CH2:11][C:12]2[C:21]3[C:16](=[CH:17][CH:18]=[CH:19][CH:20]=3)[C:15](=[O:22])[NH:14][N:13]=2)=[CH:7][C:3]=1[C:4]([OH:6])=O.[NH:23]1[CH2:28][CH2:27][CH:26]([O:29][CH2:30][CH2:31][N:32]2[CH2:37][CH2:36][O:35][CH2:34][CH2:33]2)[CH2:25][CH2:24]1.CCN(C(C)C)C(C)C. The catalyst is CN(C=O)C. The product is [F:1][C:2]1[CH:10]=[CH:9][C:8]([CH2:11][C:12]2[C:21]3[C:16](=[CH:17][CH:18]=[CH:19][CH:20]=3)[C:15](=[O:22])[NH:14][N:13]=2)=[CH:7][C:3]=1[C:4]([N:23]1[CH2:24][CH2:25][CH:26]([O:29][CH2:30][CH2:31][N:32]2[CH2:37][CH2:36][O:35][CH2:34][CH2:33]2)[CH2:27][CH2:28]1)=[O:6]. The yield is 0.166. (3) The catalyst is C1COCC1. The product is [Cl:3][C:4]1[CH:9]=[CH:8][C:7]([CH:10]2[CH2:15][CH2:14][CH2:13][N:12]([C:16]([C:18]3[CH:22]=[N:21][N:20]([CH2:27][CH3:28])[CH:19]=3)=[O:17])[CH2:11]2)=[C:6]([C:23]([F:26])([F:24])[F:25])[CH:5]=1. The yield is 0.680. The reactants are [H-].[Na+].[Cl:3][C:4]1[CH:9]=[CH:8][C:7]([CH:10]2[CH2:15][CH2:14][CH2:13][N:12]([C:16]([C:18]3[CH:19]=[N:20][NH:21][CH:22]=3)=[O:17])[CH2:11]2)=[C:6]([C:23]([F:26])([F:25])[F:24])[CH:5]=1.[CH2:27](I)[CH3:28]. (4) The reactants are [CH3:1][N:2]1[C:6]([C:7]2[CH:8]=[C:9]([C:12]([OH:14])=O)[S:10][CH:11]=2)=[CH:5][CH:4]=[N:3]1.[NH2:15][C@@H:16]([CH2:29][C:30]1[C:35]([F:36])=[CH:34][CH:33]=[CH:32][C:31]=1[F:37])[CH2:17][N:18]1[C:26](=[O:27])[C:25]2[C:20](=[CH:21][CH:22]=[CH:23][CH:24]=2)[C:19]1=[O:28].C1CN([P+](Br)(N2CCCC2)N2CCCC2)CC1.F[P-](F)(F)(F)(F)F.CCN(C(C)C)C(C)C. The catalyst is C(Cl)(Cl)Cl. The product is [F:37][C:31]1[CH:32]=[CH:33][CH:34]=[C:35]([F:36])[C:30]=1[CH2:29][C@H:16]([NH:15][C:12]([C:9]1[S:10][CH:11]=[C:7]([C:6]2[N:2]([CH3:1])[N:3]=[CH:4][CH:5]=2)[CH:8]=1)=[O:14])[CH2:17][N:18]1[C:26](=[O:27])[C:25]2[C:20](=[CH:21][CH:22]=[CH:23][CH:24]=2)[C:19]1=[O:28]. The yield is 0.300. (5) The reactants are [C:1]([O:6][CH3:7])(=[O:5])[C:2]([CH3:4])=[O:3].[CH:8](OC)(OC)[O:9]C.[CH3:15][O-].[Na+]. The catalyst is CO. The product is [CH3:15][O:3][C:2]([O:9][CH3:8])([CH3:4])[C:1]([O:6][CH3:7])=[O:5]. The yield is 0.910.